The task is: Predict the reactants needed to synthesize the given product.. This data is from Full USPTO retrosynthesis dataset with 1.9M reactions from patents (1976-2016). (1) Given the product [CH2:1]([O:8][C:9]1[CH:10]=[CH:11][C:12]([C:15]([OH:20])=[O:16])=[N:13][CH:14]=1)[C:2]1[CH:3]=[CH:4][CH:5]=[CH:6][CH:7]=1, predict the reactants needed to synthesize it. The reactants are: [CH2:1]([O:8][C:9]1[CH:10]=[CH:11][C:12]([CH:15]=[O:16])=[N:13][CH:14]=1)[C:2]1[CH:7]=[CH:6][CH:5]=[CH:4][CH:3]=1.O.S(=O)(=O)([OH:20])N.Cl([O-])=O.[Na+]. (2) Given the product [S:1]1[CH:5]=[CH:4][CH:3]=[C:2]1[C:6]1[O:7][C:8]2[CH:14]=[C:13]([CH:15]=[O:16])[CH:12]=[CH:11][C:9]=2[N:10]=1, predict the reactants needed to synthesize it. The reactants are: [S:1]1[CH:5]=[CH:4][CH:3]=[C:2]1[C:6]1[O:7][C:8]2[CH:14]=[C:13]([CH2:15][OH:16])[CH:12]=[CH:11][C:9]=2[N:10]=1. (3) Given the product [NH2:1][C:2]1[CH:3]=[C:4]([S:10]([N:13]([CH2:16][CH3:17])[CH2:14][CH3:15])(=[O:12])=[O:11])[CH:5]=[CH:6][C:7]=1[OH:8], predict the reactants needed to synthesize it. The reactants are: [NH2:1][C:2]1[CH:3]=[C:4]([S:10]([N:13]([CH2:16][CH3:17])[CH2:14][CH3:15])(=[O:12])=[O:11])[CH:5]=[CH:6][C:7]=1[O:8]C.B(Br)(Br)Br.O. (4) Given the product [O:1]1[CH:5]=[CH:4][CH:3]=[C:2]1[C:6]1[C:4]2[C:3]3[C:24](=[CH:23][CH:27]=[CH:6][CH:2]=3)[CH2:25][C:10]=2[C:9]([C:13]#[N:14])=[C:8]([N:15]2[CH2:20][CH2:19][CH2:18][CH2:17][CH2:16]2)[CH:7]=1, predict the reactants needed to synthesize it. The reactants are: [O:1]1[CH:5]=[CH:4][CH:3]=[C:2]1[C:6]1O[C:10](=O)[C:9]([C:13]#[N:14])=[C:8]([N:15]2[CH2:20][CH2:19][CH2:18][CH2:17][CH2:16]2)[CH:7]=1.[H-].[Na+].[CH2:23]1[CH2:27]O[CH2:25][CH2:24]1. (5) Given the product [CH2:5]1[C:6]2[CH:11]=[CH:10][CH:9]=[CH:8][C:7]=2[CH2:1][CH2:2][NH:3][CH2:4]1, predict the reactants needed to synthesize it. The reactants are: [CH2:1]1[C:7]2[CH:8]=[CH:9][CH:10]=[CH:11][C:6]=2[CH2:5][CH2:4][NH:3][C:2]1=O.